From a dataset of Forward reaction prediction with 1.9M reactions from USPTO patents (1976-2016). Predict the product of the given reaction. (1) Given the reactants C(N(CC)CC)C.FC(F)(F)S(O[C:14]1[CH:19]=[CH:18][C:17](=[O:20])[N:16]([CH:21]([CH3:23])[CH3:22])[N:15]=1)(=O)=O.[C:26]([C:28]1[CH:33]=[CH:32][CH:31]=[CH:30][CH:29]=1)#[CH:27].O, predict the reaction product. The product is: [CH:21]([N:16]1[C:17](=[O:20])[CH:18]=[CH:19][C:14]([C:27]#[C:26][C:28]2[CH:33]=[CH:32][CH:31]=[CH:30][CH:29]=2)=[N:15]1)([CH3:23])[CH3:22]. (2) The product is: [CH2:27]([NH:26][CH2:39][C:12]1[CH:13]=[CH:14][N:9]=[C:10]([C:15]2[CH:20]=[C:19]([CH2:24][NH:21][CH2:22][CH3:23])[CH:18]=[CH:17][N:16]=2)[CH:11]=1)[CH3:28]. Given the reactants N[C@H](C=O)CCSC.[N:9]1[CH:14]=[CH:13][CH:12]=[CH:11][C:10]=1[C:15]1[CH:20]=[CH:19][CH:18]=[CH:17][N:16]=1.[NH:21]([CH2:24]C)[CH2:22][CH3:23].[NH:26]1[CH2:39][CH2:28][CH2:27][NH:26][CH2:39][CH2:39][NH:26][CH2:27][CH2:28]CN[CH2:28][CH2:27]1, predict the reaction product.